From a dataset of Full USPTO retrosynthesis dataset with 1.9M reactions from patents (1976-2016). Predict the reactants needed to synthesize the given product. (1) Given the product [C:6]([O:10][C:11]([NH:12][CH2:13][CH2:14][O:15][S:2]([CH3:1])(=[O:4])=[O:3])=[O:16])([CH3:9])([CH3:7])[CH3:8], predict the reactants needed to synthesize it. The reactants are: [CH3:1][S:2](Cl)(=[O:4])=[O:3].[C:6]([O:10][C:11](=[O:16])[NH:12][CH2:13][CH2:14][OH:15])([CH3:9])([CH3:8])[CH3:7].C(N(CC)CC)C. (2) Given the product [CH2:5]1[C:6]2[C:11](=[CH:10][CH:9]=[CH:8][CH:7]=2)[CH2:3][CH:4]1[C:12](=[O:20])/[CH:13]=[CH:46]/[C@H:23]1[C@@H:22]([F:21])[CH2:26][C@H:25]([O:27][CH:28]2[CH2:33][CH2:32][CH2:31][CH2:30][O:29]2)[C@@H:24]1[CH2:34]/[CH:35]=[CH:36]\[CH2:37][CH2:38][CH2:39][C:40]([O:42][CH:43]([CH3:45])[CH3:44])=[O:41], predict the reactants needed to synthesize it. The reactants are: [Cl-].[Li+].[CH2:3]1[C:11]2[C:6](=[CH:7][CH:8]=[CH:9][CH:10]=2)[CH2:5][CH:4]1[C:12](=[O:20])[CH2:13]P(=O)(OC)OC.[F:21][C@H:22]1[CH2:26][C@H:25]([O:27][CH:28]2[CH2:33][CH2:32][CH2:31][CH2:30][O:29]2)[C@H:24]([CH2:34]/[CH:35]=[CH:36]\[CH2:37][CH2:38][CH2:39][C:40]([O:42][CH:43]([CH3:45])[CH3:44])=[O:41])[C@H:23]1[CH:46]=O.OS([O-])(=O)=O.[K+]. (3) The reactants are: [CH3:1][CH:2]([C@H:4]([OH:8])[C:5]([OH:7])=[O:6])[CH3:3].[CH2:9](O)[C:10]1[CH:15]=[CH:14][CH:13]=[CH:12][CH:11]=1.S(Cl)(Cl)=O. Given the product [CH2:9]([O:6][C:5](=[O:7])[C@@H:4]([OH:8])[CH:2]([CH3:3])[CH3:1])[C:10]1[CH:15]=[CH:14][CH:13]=[CH:12][CH:11]=1, predict the reactants needed to synthesize it. (4) Given the product [Cl:1][C:2]1[C:7]([S:8]([N:11]2[CH2:12][CH2:13][S:14](=[O:22])[CH2:15][CH2:16]2)(=[O:9])=[O:10])=[C:6]([OH:17])[C:5]([N+:18]([O-:20])=[O:19])=[CH:4][CH:3]=1, predict the reactants needed to synthesize it. The reactants are: [Cl:1][C:2]1[C:7]([S:8]([N:11]2[CH2:16][CH2:15][S:14][CH2:13][CH2:12]2)(=[O:10])=[O:9])=[C:6]([OH:17])[C:5]([N+:18]([O-:20])=[O:19])=[CH:4][CH:3]=1.I([O-])(=O)(=O)=[O:22].[Na+]. (5) Given the product [Cl:1][C:2]1[CH:7]=[CH:6][CH:5]=[C:4]2[C:3]=1[NH:22][N:21]=[C:8]2[C:10]1[CH:15]=[CH:14][C:13]([O:16][CH3:17])=[C:12]([Cl:18])[CH:11]=1, predict the reactants needed to synthesize it. The reactants are: [Cl:1][C:2]1[C:3](F)=[C:4]([C:8]([C:10]2[CH:15]=[CH:14][C:13]([O:16][CH3:17])=[C:12]([Cl:18])[CH:11]=2)=O)[CH:5]=[CH:6][CH:7]=1.O.[NH2:21][NH2:22].CN(C1C=CC=CN=1)C. (6) The reactants are: [O:1]1[CH2:6][CH2:5][N:4]([C:7]2[C:8]([NH2:13])=[N:9][CH:10]=[CH:11][N:12]=2)[CH2:3][CH2:2]1.[Br:14][CH2:15][C:16](O)=[O:17]. Given the product [O:1]1[CH2:6][CH2:5][N:4]([C:7]2[C:8]3[N:9]([CH:15]=[C:16]([OH:17])[N:13]=3)[CH:10]=[CH:11][N:12]=2)[CH2:3][CH2:2]1.[BrH:14], predict the reactants needed to synthesize it. (7) Given the product [Cl:4][C:5]1[C:14]2[C:9](=[CH:10][C:11]([I:15])=[CH:12][CH:13]=2)[N:8]=[N:7][C:6]=1[C:16]([NH:2][CH3:1])=[O:17], predict the reactants needed to synthesize it. The reactants are: [CH3:1][NH2:2].O.[Cl:4][C:5]1[C:14]2[C:9](=[CH:10][C:11]([I:15])=[CH:12][CH:13]=2)[N:8]=[N:7][C:6]=1[C:16](Cl)=[O:17].